From a dataset of Forward reaction prediction with 1.9M reactions from USPTO patents (1976-2016). Predict the product of the given reaction. (1) Given the reactants C(O[C:5]1([C:11]#[CH:12])[CH2:10][CH2:9][CH2:8][CH2:7][CH2:6]1)(=O)C.[NH:13]1[CH2:18][CH2:17][CH2:16][CH2:15][CH2:14]1.C(OCC)C.CCCCCC, predict the reaction product. The product is: [C:11]([C:5]1([N:13]2[CH2:18][CH2:17][CH2:16][CH2:15][CH2:14]2)[CH2:6][CH2:7][CH2:8][CH2:9][CH2:10]1)#[CH:12]. (2) Given the reactants CS(O[CH2:6][CH2:7][O:8][C:9]1[CH:14]=[C:13]([CH3:15])[C:12]([C:16]2[CH:21]=[CH:20][C:19]([O:22][CH2:23][C:24]([O-:26])=[O:25])=[CH:18][CH:17]=2)=[C:11]([CH3:27])[CH:10]=1)(=O)=O.[NH2:28][C@@H:29]([CH3:39])[C@@H:30]([C:32]1[CH:37]=[CH:36][C:35]([OH:38])=[CH:34][CH:33]=1)[OH:31].O.[C:41](OCC)(=O)[CH3:42], predict the reaction product. The product is: [OH:31][C@H:30]([C:32]1[CH:37]=[CH:36][C:35]([OH:38])=[CH:34][CH:33]=1)[C@@H:29]([NH:28][CH2:6][CH2:7][O:8][C:9]1[CH:14]=[C:13]([CH3:15])[C:12]([C:16]2[CH:21]=[CH:20][C:19]([O:22][CH2:23][C:24]([O:26][CH2:41][CH3:42])=[O:25])=[CH:18][CH:17]=2)=[C:11]([CH3:27])[CH:10]=1)[CH3:39]. (3) Given the reactants Cl[C:2]1[CH:7]=[CH:6][N:5]2[N:8]=[CH:9][C:10]([CH2:11][N:12]3[CH2:16][CH:15]([CH2:17][CH2:18][CH3:19])[CH2:14][C:13]3=[O:20])=[C:4]2[N:3]=1.[CH3:21][O-:22].[Na+], predict the reaction product. The product is: [CH3:21][O:22][C:2]1[CH:7]=[CH:6][N:5]2[N:8]=[CH:9][C:10]([CH2:11][N:12]3[CH2:16][CH:15]([CH2:17][CH2:18][CH3:19])[CH2:14][C:13]3=[O:20])=[C:4]2[N:3]=1. (4) Given the reactants C[O-].[Na+].[CH3:4][O:5][C:6]1[CH:11]=[CH:10][CH:9]=[CH:8][C:7]=1[C:12]([NH2:14])=[NH:13].C[O:16][C:17](=O)[CH2:18][C:19]([CH3:21])=O, predict the reaction product. The product is: [CH3:21][C:19]1[NH:14][C:12]([C:7]2[CH:8]=[CH:9][CH:10]=[CH:11][C:6]=2[O:5][CH3:4])=[N:13][C:17](=[O:16])[CH:18]=1. (5) Given the reactants Cl[C:2]1[CH:7]=[CH:6][C:5]([C:8]2[O:9][C:10]([C:13]3[C:14]([C:19]4[CH:24]=[CH:23][CH:22]=[CH:21][CH:20]=4)=[N:15][O:16][C:17]=3[CH3:18])=[N:11][N:12]=2)=[CH:4][N:3]=1.[NH:25]1[CH2:30][CH2:29][O:28][CH2:27][CH2:26]1, predict the reaction product. The product is: [CH3:18][C:17]1[O:16][N:15]=[C:14]([C:19]2[CH:24]=[CH:23][CH:22]=[CH:21][CH:20]=2)[C:13]=1[C:10]1[O:9][C:8]([C:5]2[CH:6]=[CH:7][C:2]([N:25]3[CH2:30][CH2:29][O:28][CH2:27][CH2:26]3)=[N:3][CH:4]=2)=[N:12][N:11]=1.